This data is from Catalyst prediction with 721,799 reactions and 888 catalyst types from USPTO. The task is: Predict which catalyst facilitates the given reaction. (1) Reactant: Cl[C:2]1[C:12]2[C:11](=[O:13])[NH:10][CH2:9][CH2:8][NH:7][C:6]=2[N:5]=[C:4]([Cl:14])[CH:3]=1.[NH2:15][C:16]1[CH:21]=[CH:20][C:19]([N:22]2[CH2:27][CH2:26][N:25]([C:28]([O:30][C:31]([CH3:34])([CH3:33])[CH3:32])=[O:29])[CH2:24][CH2:23]2)=[CH:18][CH:17]=1.C(N(C(C)C)CC)(C)C. Product: [Cl:14][C:4]1[CH:3]=[C:2]([NH:15][C:16]2[CH:21]=[CH:20][C:19]([N:22]3[CH2:27][CH2:26][N:25]([C:28]([O:30][C:31]([CH3:34])([CH3:33])[CH3:32])=[O:29])[CH2:24][CH2:23]3)=[CH:18][CH:17]=2)[C:12]2[C:11](=[O:13])[NH:10][CH2:9][CH2:8][NH:7][C:6]=2[N:5]=1. The catalyst class is: 12. (2) Reactant: C(N(C(C)C)CC)(C)C.[NH2:10][C:11]1[CH:12]=[N:13][N:14]([CH2:16][CH3:17])[CH:15]=1.[CH3:18][O:19][C:20]1[CH:21]=[C:22]2[C:27](=[CH:28][C:29]=1[O:30][CH3:31])[N:26]=[CH:25][CH:24]=[C:23]2[O:32][C:33]1[CH:34]=[CH:35][C:36]([CH2:39][C:40](O)=[O:41])=[N:37][CH:38]=1. Product: [CH2:16]([N:14]1[CH:15]=[C:11]([NH:10][C:40](=[O:41])[CH2:39][C:36]2[CH:35]=[CH:34][C:33]([O:32][C:23]3[C:22]4[C:27](=[CH:28][C:29]([O:30][CH3:31])=[C:20]([O:19][CH3:18])[CH:21]=4)[N:26]=[CH:25][CH:24]=3)=[CH:38][N:37]=2)[CH:12]=[N:13]1)[CH3:17]. The catalyst class is: 3.